This data is from Peptide-MHC class II binding affinity with 134,281 pairs from IEDB. The task is: Regression. Given a peptide amino acid sequence and an MHC pseudo amino acid sequence, predict their binding affinity value. This is MHC class II binding data. The peptide sequence is SHIQSAVVCGRRHGV. The binding affinity (normalized) is 0.143. The MHC is DRB4_0101 with pseudo-sequence DRB4_0103.